Dataset: Experimentally validated miRNA-target interactions with 360,000+ pairs, plus equal number of negative samples. Task: Binary Classification. Given a miRNA mature sequence and a target amino acid sequence, predict their likelihood of interaction. (1) The miRNA is hsa-miR-3160-5p with sequence GGCUUUCUAGUCUCAGCUCUCC. The protein sequence of the target gene is MWATCCNWFCLDGQPEEVPPPQGARMQAYSNPGYSSFPSPTGLEPSCKSCGAHFANTARKQTCLDCKKNFCMTCSSQVGNGPRLCLLCQRFRATAFQREELMKMKVKDLRDYLSLHDISTEMCREKEELVLLVLGQQPVISQEDRTRASTLSPDFPEQQAFLTQPHSSMVPPTSPNLPSSSAQATSVPPAQVQENQQANGHVSQDQEEPVYLESVARVPAEDETQSIDSEDSFVPGRRASLSDLTDLEDIEGLTVRQLKEILARNFVNYKGCCEKWELMERVTRLYKDQKGLQHLVSGAE.... Result: 1 (interaction). (2) The miRNA is hsa-miR-625-3p with sequence GACUAUAGAACUUUCCCCCUCA. The protein sequence of the target gene is MTTQEDTTGLHQKTSLWTMSRPGAKKVMNSYFIAGCGPAVCYYAVSWLRQGFSINLTSFGRIPWPHAGVGTCPSPQSWISPFLQSHREHHYAKTSSHSQPSPQSLALCLAYSRCSINICQMTECISLASGCHQALREPGRSEESFWIPATPYISNIFSES. Result: 0 (no interaction). (3) The miRNA is hsa-miR-3136-3p with sequence UGGCCCAACCUAUUCAGUUAGU. The protein sequence of the target gene is MGTSSTDSQQAGHRRCSTSNTSAENLTCLSLPGSPGKTAPLPGPAQAGAGQPLPKGCAAVKAEVGIPAPHTSQEVRIHIRRLLSWAAPGACGLRSTPCALPQALPQARPCPGRWFFPGCSLPTGGAQTILSLWTWRHFLNWALQQREENSGRARRVPPVPRTAPVSKGEGSHPPQNSNGEKVKTITPDVGLHQSLTSDPTVAVLRAKRAPEAHPPRSCSGSLTARVCHMGVCQGQGDTEDGRMTLMG. Result: 0 (no interaction). (4) The miRNA is mmu-miR-1190 with sequence UCAGCUGAGGUUCCCCUCUGUC. The protein sequence of the target gene is MDPGWGQRDVGWAALLILFAASLLTVFAWLLQYARGLWLARARGDRGPGPALAGEPAGSLRELGVWRSLLRLRATRAGAAEEPGVRGLLASLFAFKSFRENWQRAWVRALNEQACRNGSSIQIAFEEVPQLPPRASISHVTCVDQSEHTMVLRCQLSAEEVRFPVSVTQQSPAAVSMETYHVTLTLPPTQLEVNLEEIPGEGLLISWAFTDRPDLSLTVLPKLQARERGEEQVELSTIEELIKDAIVSTQPAMMVNLRACSAPGGLVPSEKPPMMPQAQPAIPRPNRLFLRQLRASHLGN.... Result: 0 (no interaction). (5) The miRNA is hsa-miR-7159-3p with sequence UUUCUAUGUUAGUUGGAAG. The protein sequence of the target gene is MSAAGLLAPAPAQAGAPPAPEYYPEEDEELESAEDDERSCRGRESDEDTEDASETDLAKHDEEDYVEMKEQMYQDKLASLKRQLQQLQEGTLQEYQKRMKKLDQQYKERIRNAELFLQLETEQVERNYIKEKKAAVKEFEDKKVELKENLIAELEEKKKMIENEKLTMELTGDSMEVKPIMTRKLRRRPNDPVPIPDKRRKPAPAQLNYLLTDEQIMEDLRTLNKLKSPKRPASPSSPEHLPATPAESPAQRFEARIEDGKLYYDKRWYHKSQAIYLESKDNQKLSCVISSVGANEIWVR.... Result: 0 (no interaction). (6) Result: 1 (interaction). The miRNA is gga-miR-23b-5p with sequence GGGUUCCUGGCAUGAUGAUUU. The protein sequence of the target gene is MADGPRCKRRKQANPRRNNVTNYNNVIEANSDSDDEDKLHIVEEESITDAADCDASVPEDDLPTDHTVLPENSEREGSTNSCWEDEGKETKEILGPEAQSDEVGCTVKEDECDSDAENEQNHDPNVEEFLQQEDTAVIYPEAPEEDQRQGTPEASGQDENGTPDAFSQLLTCPYCDRGYKRFTSLKEHIKYRHEKNEDNFSCSLCSYTFAYRTQLDRHMTSHKSGRDQRHVTQSSGNRKFKCTECGKAFKYKHHLKEHLRIHSGEKPYECPNCKKRFSHSGSYSSHISSKKCIGLMPVKG.... (7) The miRNA is mmu-miR-7018-3p with sequence UCACCCUGCUGCCGGCUUGCAG. The protein sequence of the target gene is MTPPKLRASLSPSLLLLLSGCLLAAARREKGAASNVAEPVPGPTGGSSGRFLSPEQHACSWQLLLPAPEAAAGSELALRCQSPDGARHQCAYRGHPERCAAYAARRAHFWKQVLGGLRKKRRPCHDPAPLQARLCAGKKGHGAELRLVPRASPPARPTVAGFAGESKPRARNRGRTRERASGPAAGTPPPQSAPPKENPSERKTNEGKRKAALVPNEERPMGTGPDPDGLDGNAELTETYCAEKWHSLCNFFVNFWNG. Result: 0 (no interaction). (8) The miRNA is hsa-miR-27a-3p with sequence UUCACAGUGGCUAAGUUCCGC. The protein sequence of the target gene is MKEVVYWSPKKVADWLLENAMPEYCEPLEHFTGQDLINLTQEDFKKPPLCRVSSDNGQRLLDMIETLKMEHHLEAHKNGHANGHLNIGVDIPTPDGSFSIKIKPNGMPNGYRKEMIKIPMPELERSQYPMEWGKTFLAFLYALSCFVLTTVMISVVHERVPPKEVQPPLPDTFFDHFNRVQWAFSICEINGMILVGLWLIQWLLLKYKSIISRRFFCIVGTLYLYRCITMYVTTLPVPGMHFNCSPKLFGDWEAQLRRIMKLIAGGGLSITGSHNMCGDYLYSGHTVMLTLTYLFIKEYS.... Result: 1 (interaction). (9) The miRNA is mmu-miR-758-3p with sequence UUUGUGACCUGGUCCACUA. The protein sequence of the target gene is MRLGPRPAALGLLLPLLLYAAVAGASKAEELHYPQGEHRADYDREALLGVQEDVDEYVKLGHEEQQRRLQSIIKKIDSDSDGFLTENELSQWIQMSFKHYAMQEAKQQFVEYDKNSDGAVTWDEYNIQMYDRVIDFDENTALDDTEEGSFRQLHLKDKKRFEKANQDSGPGLSLEEFIAFEHPEEVDYMTEFVIQEALEEHDKNGDGFVSLEEFLGDYRRDPTANEDPEWILVEKDRFVNDYDKDNDGRLDPQELLSWVVPNNQGIAQEEALHLIDEMDLNSDKKLSEEEILENQDLFLT.... Result: 1 (interaction).